From a dataset of Full USPTO retrosynthesis dataset with 1.9M reactions from patents (1976-2016). Predict the reactants needed to synthesize the given product. (1) Given the product [Cl:27][C:24]1[CH:25]=[CH:26][C:21]([S:20][C:4]2[C:3]3[C:2]([C:30]4[CH:31]=[CH:32][CH:33]=[CH:34][C:29]=4[CH3:28])=[CH:10][C:9]([F:11])=[CH:8][C:7]=3[N:6]3[CH2:12][CH2:13][CH:14]([CH2:15][C:16]([OH:18])=[O:17])[C:5]=23)=[CH:22][CH:23]=1, predict the reactants needed to synthesize it. The reactants are: Br[C:2]1[C:3]2[C:4]([S:20][C:21]3[CH:26]=[CH:25][C:24]([Cl:27])=[CH:23][CH:22]=3)=[C:5]3[CH:14]([CH2:15][C:16]([O:18]C)=[O:17])[CH2:13][CH2:12][N:6]3[C:7]=2[CH:8]=[C:9]([F:11])[CH:10]=1.[CH3:28][C:29]1[CH:34]=[CH:33][CH:32]=[CH:31][C:30]=1B(O)O.C([O-])(=O)C.C(=O)([O-])[O-].[K+].[K+]. (2) Given the product [P:1]([O-:5])([O-:4])([O-:3])=[O:2].[Mg+2:7].[P:1]([O-:5])([O-:4])([O-:3])=[O:2].[Mg+2:7].[Mg+2:7], predict the reactants needed to synthesize it. The reactants are: [P:1](=[O:5])([OH:4])([OH:3])[OH:2].[OH-].[Mg+2:7].[OH-].OC(CCCCCCCCC)=O.OCC(CO)O.OCC(CO)O. (3) Given the product [C:25]([O:24][C:22]([NH:16][C@H:12]([CH2:11][CH2:10][S:9][CH:19]([CH3:21])[CH3:20])[C:13]([OH:15])=[O:14])=[O:23])([CH3:28])([CH3:27])[CH3:26], predict the reactants needed to synthesize it. The reactants are: [CH2:10]([S:9][S:9][CH2:10][CH2:11][C@@H:12]([NH2:16])[C:13]([OH:15])=[O:14])[CH2:11][C@@H:12]([NH2:16])[C:13]([OH:15])=[O:14].[Na].Br[CH:19]([CH3:21])[CH3:20].[C:22](O[C:22]([O:24][C:25]([CH3:28])([CH3:27])[CH3:26])=[O:23])([O:24][C:25]([CH3:28])([CH3:27])[CH3:26])=[O:23]. (4) Given the product [CH2:3]([O:17][CH2:16]/[C:15](/[CH3:18])=[CH:14]/[C:11]1[CH:12]=[CH:13][C:8]([CH3:7])=[CH:9][CH:10]=1)[CH:2]=[CH2:1], predict the reactants needed to synthesize it. The reactants are: [CH3:1][C:2]([O-])(C)[CH3:3].[K+].[CH3:7][C:8]1[CH:13]=[CH:12][C:11](/[CH:14]=[C:15](\[CH3:18])/[CH2:16][OH:17])=[CH:10][CH:9]=1.C(Br)C=C. (5) Given the product [Cl:1][C:2]1[C:11]2[C:6](=[CH:7][CH:8]=[C:9]([F:12])[CH:10]=2)[C:5]([OH:13])=[CH:4][N:3]=1, predict the reactants needed to synthesize it. The reactants are: [Cl:1][C:2]1[C:11]2[C:6](=[CH:7][CH:8]=[C:9]([F:12])[CH:10]=2)[C:5]([O:13]C)=[CH:4][N:3]=1.B(Br)(Br)Br. (6) The reactants are: [CH2:1]([O:8][C:9]1[CH:10]=[C:11](B(O)O)[CH:12]=[CH:13][CH:14]=1)[C:2]1[CH:7]=[CH:6][CH:5]=[CH:4][CH:3]=1.[F-].[Cs+].Cl[C:21]1[CH:29]=[C:28]2[C:24]([C:25]([NH:38][C:39](=[O:43])[CH2:40][CH2:41][CH3:42])=[N:26][N:27]2[CH2:30][O:31][CH2:32][CH2:33][Si:34]([CH3:37])([CH3:36])[CH3:35])=[CH:23][CH:22]=1. Given the product [C:2]1([CH2:1][O:8][C:9]2[CH:10]=[C:11]([C:21]3[CH:29]=[C:28]4[C:24]([C:25]([NH:38][C:39](=[O:43])[CH2:40][CH2:41][CH3:42])=[N:26][N:27]4[CH2:30][O:31][CH2:32][CH2:33][Si:34]([CH3:37])([CH3:35])[CH3:36])=[CH:23][CH:22]=3)[CH:12]=[CH:13][CH:14]=2)[CH:7]=[CH:6][CH:5]=[CH:4][CH:3]=1, predict the reactants needed to synthesize it.